This data is from Full USPTO retrosynthesis dataset with 1.9M reactions from patents (1976-2016). The task is: Predict the reactants needed to synthesize the given product. (1) Given the product [S:1]1[C:5]2[CH:6]=[C:7]([NH:10][C:11]3[CH:21]=[C:20]([NH:22][CH:23]4[CH2:25][CH2:36][CH2:27][CH2:24]4)[C:14]([C:15]([O:17][CH3:18])=[O:16])=[CH:13][N:12]=3)[CH:8]=[CH:9][C:4]=2[N:3]=[CH:2]1, predict the reactants needed to synthesize it. The reactants are: [S:1]1[C:5]2[CH:6]=[C:7]([NH:10][C:11]3[CH:21]=[C:20]([NH:22][CH:23]([CH3:25])[CH3:24])[C:14]([C:15]([O:17][CH2:18]C)=[O:16])=[CH:13][N:12]=3)[CH:8]=[CH:9][C:4]=2[N:3]=[CH:2]1.Cl[C:27]1[CH:36]=C(NC2CCCC2)C(C(OC)=O)=CN=1. (2) Given the product [F:10][C:11]([F:21])([F:20])[C:12]1[C:13]([C:14]([O:16][CH2:17][CH3:18])=[O:15])=[CH:8][C:7]2[C:2](=[N:3][CH:4]=[CH:5][CH:6]=2)[N:1]=1, predict the reactants needed to synthesize it. The reactants are: [NH2:1][C:2]1[C:7]([CH:8]=O)=[CH:6][CH:5]=[CH:4][N:3]=1.[F:10][C:11]([F:21])([F:20])[C:12](=O)[CH2:13][C:14]([O:16][CH2:17][CH3:18])=[O:15].N1CCCCC1. (3) Given the product [Cl:11][C:10]1[CH:9]=[C:5]([C:6]([OH:8])=[O:7])[C:4]([O:12][CH3:13])=[CH:3][C:2]=1[C:17]1[CH:18]=[CH:19][CH:20]=[CH:21][C:16]=1[C:15]([F:26])([F:25])[F:14], predict the reactants needed to synthesize it. The reactants are: I[C:2]1[C:10]([Cl:11])=[CH:9][C:5]([C:6]([OH:8])=[O:7])=[C:4]([O:12][CH3:13])[CH:3]=1.[F:14][C:15]([F:26])([F:25])[C:16]1[CH:21]=[CH:20][CH:19]=[CH:18][C:17]=1B(O)O.C(=O)([O-])[O-].[K+].[K+].Cl. (4) Given the product [C:1]([C:4]1[NH:5][C:6]2[C:11]([CH:12]=1)=[CH:10][CH:9]=[C:8]([C:13]([OH:15])=[O:14])[CH:7]=2)(=[O:3])[NH2:2], predict the reactants needed to synthesize it. The reactants are: [C:1]([C:4]1[NH:5][C:6]2[C:11]([CH:12]=1)=[CH:10][CH:9]=[C:8]([C:13]([O:15]CC)=[O:14])[CH:7]=2)(=[O:3])[NH2:2].[OH-].[Na+].Cl.